Predict the reactants needed to synthesize the given product. From a dataset of Full USPTO retrosynthesis dataset with 1.9M reactions from patents (1976-2016). (1) Given the product [CH2:1]([O:8][CH2:9][C@@H:10]([O:28][CH3:29])[CH2:11][CH2:12][CH:13]([C:14]1[NH:16][C:32](=[O:33])[C:31]([OH:41])=[C:30]([C:36]([O:38][CH3:39])=[O:37])[N:15]=1)[N:18]([C:19]([O:20][C:21]([CH3:24])([CH3:23])[CH3:22])=[O:25])[CH2:26][CH3:27])[C:2]1[CH:7]=[CH:6][CH:5]=[CH:4][CH:3]=1, predict the reactants needed to synthesize it. The reactants are: [CH2:1]([O:8][CH2:9][C@@H:10]([O:28][CH3:29])[CH2:11][CH2:12][CH:13]([N:18]([CH2:26][CH3:27])[C:19](=[O:25])[O:20][C:21]([CH3:24])([CH3:23])[CH3:22])[C:14]([NH:16]O)=[NH:15])[C:2]1[CH:7]=[CH:6][CH:5]=[CH:4][CH:3]=1.[C:30]([C:36]([O:38][CH3:39])=[O:37])#[C:31][C:32](OC)=[O:33].C[OH:41]. (2) The reactants are: [CH2:1]([N:8]1[CH2:12][CH2:11][C:10]([NH:14]C(=O)C)([CH3:13])[CH2:9]1)[C:2]1[CH:7]=[CH:6][CH:5]=[CH:4][CH:3]=1.C(=O)([O-])O.[Na+]. Given the product [CH2:1]([N:8]1[CH2:12][CH2:11][C:10]([NH2:14])([CH3:13])[CH2:9]1)[C:2]1[CH:3]=[CH:4][CH:5]=[CH:6][CH:7]=1, predict the reactants needed to synthesize it. (3) Given the product [CH3:35][O:34][C:30](=[O:33])[CH:31]=[CH:32][O:15][C@H:12]1[CH2:11][CH2:10][C@H:9]([N:7]([C:6]([O:5][C:1]([CH3:4])([CH3:2])[CH3:3])=[O:16])[CH3:8])[CH2:14][CH2:13]1, predict the reactants needed to synthesize it. The reactants are: [C:1]([O:5][C:6](=[O:16])[N:7]([C@H:9]1[CH2:14][CH2:13][C@H:12]([OH:15])[CH2:11][CH2:10]1)[CH3:8])([CH3:4])([CH3:3])[CH3:2].C(P(CCCC)CCCC)CCC.[C:30]([O:34][CH3:35])(=[O:33])[C:31]#[CH:32].